This data is from Full USPTO retrosynthesis dataset with 1.9M reactions from patents (1976-2016). The task is: Predict the reactants needed to synthesize the given product. (1) Given the product [F:13][C:12]([F:15])([F:14])[C:7]1[CH:8]=[C:9]2[C:4](=[CH:5][CH:6]=1)[N:3]=[C:2]([NH2:17])[CH:11]=[CH:10]2, predict the reactants needed to synthesize it. The reactants are: Cl[C:2]1[CH:11]=[CH:10][C:9]2[C:4](=[CH:5][CH:6]=[C:7]([C:12]([F:15])([F:14])[F:13])[CH:8]=2)[N:3]=1.[OH-].[NH4+:17]. (2) Given the product [CH2:18]([S:25]([NH:28][C:29]([CH:31]1[CH2:32][N:33]([C:2]2[C:12]([C:13]#[N:14])=[CH:11][C:5]([C:6]([O:8][CH2:9][CH3:10])=[O:7])=[C:4]([CH:15]([F:17])[F:16])[N:3]=2)[CH2:34]1)=[O:30])(=[O:26])=[O:27])[C:19]1[CH:20]=[CH:21][CH:22]=[CH:23][CH:24]=1, predict the reactants needed to synthesize it. The reactants are: Cl[C:2]1[C:12]([C:13]#[N:14])=[CH:11][C:5]([C:6]([O:8][CH2:9][CH3:10])=[O:7])=[C:4]([CH:15]([F:17])[F:16])[N:3]=1.[CH2:18]([S:25]([NH:28][C:29]([CH:31]1[CH2:34][NH:33][CH2:32]1)=[O:30])(=[O:27])=[O:26])[C:19]1[CH:24]=[CH:23][CH:22]=[CH:21][CH:20]=1. (3) Given the product [F:1][C:2]1[CH:3]=[CH:4][C:5]([NH:8][C:9]([NH:10][C:11]2[CH:12]=[CH:13][C:14]([O:15][C:16]3[CH:25]=[C:24]4[C:19](=[CH:18][CH:17]=3)[N:20]=[CH:21][C:22]([N:26]3[CH2:27][CH2:28][NH:29][CH2:30][CH2:31]3)=[N:23]4)=[CH:39][CH:40]=2)=[O:41])=[CH:6][CH:7]=1, predict the reactants needed to synthesize it. The reactants are: [F:1][C:2]1[CH:7]=[CH:6][C:5]([NH:8][C:9](=[O:41])[NH:10][C:11]2[CH:40]=[CH:39][C:14]([O:15][C:16]3[CH:25]=[C:24]4[C:19]([N:20]=[CH:21][C:22]([N:26]5[CH2:31][CH2:30][N:29](C(OC(C)(C)C)=O)[CH2:28][CH2:27]5)=[N:23]4)=[CH:18][CH:17]=3)=[CH:13][CH:12]=2)=[CH:4][CH:3]=1.C(O)(C(F)(F)F)=O. (4) Given the product [CH3:43][N:44]1[C:7]2[CH:8]=[CH:9][CH:10]=[CH:11][C:6]=2[N:5]=[C:4]1[N:12]([C:24]1[CH:29]=[CH:28][CH:27]=[CH:26][N:25]=1)[CH2:39][CH2:38][CH2:37][CH2:36][CH2:35][CH2:34][C:33]([O:32][CH2:30][CH3:31])=[O:41], predict the reactants needed to synthesize it. The reactants are: [H-].[Na+].O1[C:7]2[CH:8]=[CH:9][CH:10]=[CH:11][C:6]=2[N:5]=[C:4]1[N:12]([C:24]1[CH:29]=[CH:28][CH:27]=[CH:26][N:25]=1)CCCCCCC(OCC)=O.[CH2:30]([O:32][C:33](=[O:41])[CH2:34][CH2:35][CH2:36][CH2:37][CH2:38][CH2:39]I)[CH3:31].O.[CH3:43][N:44](C=O)C. (5) The reactants are: FC(F)(F)C(O)=O.[NH2:8][C:9]1[N:14]=[C:13](OS(C2C(C(C)C)=CC(C(C)C)=CC=2C(C)C)(=O)=O)[C:12]([CH2:34][C:35]2[CH:40]=[CH:39][C:38]([CH2:41][C:42]#[N:43])=[CH:37][CH:36]=2)=[C:11]([CH3:44])[N:10]=1.[CH2:45]([NH2:50])[CH2:46][CH2:47][CH2:48][CH3:49].[Li+].[OH-]. Given the product [NH2:8][C:9]1[N:10]=[C:11]([CH3:44])[C:12]([CH2:34][C:35]2[CH:36]=[CH:37][C:38]([CH2:41][C:42]#[N:43])=[CH:39][CH:40]=2)=[C:13]([NH:50][CH2:45][CH2:46][CH2:47][CH2:48][CH3:49])[N:14]=1, predict the reactants needed to synthesize it.